This data is from Reaction yield outcomes from USPTO patents with 853,638 reactions. The task is: Predict the reaction yield, written as a fraction of the theoretical maximum amount of product (1.0 means a 100% yield; for example, 0.34 means a 34% yield). (1) The reactants are C([O:9][C@@H:10]1[C@@H:35]([O:36]C(=O)C2C=CC=CC=2)[C@H:34]([O:45]C(=O)C2C=CC=CC=2)[C@@H:33]([C@@H:54]([CH3:64])[O:55]C(=O)C2C=CC=CC=2)[O:32][C@H:11]1[O:12][C:13]1[CH:18]=[C:17]([CH2:19][O:20]C(=O)C)[CH:16]=[CH:15][C:14]=1[CH2:24][C:25]1[CH:30]=[CH:29][C:28]([F:31])=[CH:27][CH:26]=1)(=O)C1C=CC=CC=1.C(=O)([O-])[O-].[K+].[K+]. The catalyst is O1CCCC1.CO. The product is [O:12]([C:13]1[CH:18]=[C:17]([CH2:19][OH:20])[CH:16]=[CH:15][C:14]=1[CH2:24][C:25]1[CH:26]=[CH:27][C:28]([F:31])=[CH:29][CH:30]=1)[C@@H:11]1[O:32][C@H:33]([C@@H:54]([CH3:64])[OH:55])[C@@H:34]([OH:45])[C@H:35]([OH:36])[C@H:10]1[OH:9]. The yield is 0.463. (2) The reactants are [F:1][C:2]1[CH:3]=[CH:4][C:5]([NH:8][NH:9][C:10](=O)[C:11]([CH3:18])([N:13]2[CH2:17][CH2:16][CH2:15][CH2:14]2)[CH3:12])=[N:6][CH:7]=1.C1C=CC(P(C2C=CC=CC=2)C2C=CC=CC=2)=CC=1.CCN(CC)CC.ClC(Cl)(Cl)C(Cl)(Cl)Cl. The catalyst is C1COCC1. The product is [F:1][C:2]1[CH:3]=[CH:4][C:5]2[N:6]([C:10]([C:11]([CH3:18])([N:13]3[CH2:17][CH2:16][CH2:15][CH2:14]3)[CH3:12])=[N:9][N:8]=2)[CH:7]=1. The yield is 0.860. (3) The reactants are [Cl:1][C:2]1[C:3]([F:23])=[C:4]([NH:8][C:9]2[C:18]3[C:13](=[CH:14][C:15]([O:21][CH3:22])=[C:16]([CH2:19]Cl)[CH:17]=3)[N:12]=[CH:11][N:10]=2)[CH:5]=[CH:6][CH:7]=1.[NH2:24][C:25]([C:27]1([NH:38][CH2:39][CH3:40])[CH2:30][N:29]([C:31]([O:33][C:34]([CH3:37])([CH3:36])[CH3:35])=[O:32])[CH2:28]1)=[O:26].C(N(C(C)C)CC)(C)C. The catalyst is CN(C=O)C. The product is [NH2:24][C:25]([C:27]1([N:38]([CH2:19][C:16]2[CH:17]=[C:18]3[C:13](=[CH:14][C:15]=2[O:21][CH3:22])[N:12]=[CH:11][N:10]=[C:9]3[NH:8][C:4]2[CH:5]=[CH:6][CH:7]=[C:2]([Cl:1])[C:3]=2[F:23])[CH2:39][CH3:40])[CH2:30][N:29]([C:31]([O:33][C:34]([CH3:35])([CH3:36])[CH3:37])=[O:32])[CH2:28]1)=[O:26]. The yield is 0.190. (4) The reactants are [CH3:1][C:2]1[CH:3]=[C:4]2[C:9](=[CH:10][CH:11]=1)[N:8]=[CH:7][CH:6]=[CH:5]2.[Se](=O)=[O:13].CCCCC.CCOC(C)=O. The catalyst is CO. The product is [N:8]1[C:9]2[C:4](=[CH:3][C:2]([CH:1]=[O:13])=[CH:11][CH:10]=2)[CH:5]=[CH:6][CH:7]=1. The yield is 0.210. (5) The reactants are [CH2:1]([NH:8][C:9]([C:11]1[S:15][C:14]([C:16]2[CH:21]=[N:20][C:19](/[CH:22]=[CH:23]/[CH2:24][C:25]3[CH:30]=[CH:29][CH:28]=[CH:27][CH:26]=3)=[CH:18][N:17]=2)=[N:13][C:12]=1[CH3:31])=[O:10])[C:2]1[CH:7]=[CH:6][CH:5]=[CH:4][CH:3]=1. The catalyst is C(OCC)(=O)C.[Pd]. The product is [CH2:1]([NH:8][C:9]([C:11]1[S:15][C:14]([C:16]2[CH:21]=[N:20][C:19]([CH2:22][CH2:23][CH2:24][C:25]3[CH:30]=[CH:29][CH:28]=[CH:27][CH:26]=3)=[CH:18][N:17]=2)=[N:13][C:12]=1[CH3:31])=[O:10])[C:2]1[CH:3]=[CH:4][CH:5]=[CH:6][CH:7]=1. The yield is 0.600. (6) The reactants are Br[CH2:2][CH2:3][CH2:4][OH:5].C(=O)([O-])[O-].[K+].[K+].OC(C(F)(F)F)=O.OC(C(F)(F)F)=O.[F:26][CH2:27][CH2:28][N:29]1[CH2:34][CH2:33][NH:32][CH2:31][CH2:30]1. The catalyst is C(#N)C. The product is [F:26][CH2:27][CH2:28][N:29]1[CH2:34][CH2:33][N:32]([CH2:2][CH2:3][CH2:4][OH:5])[CH2:31][CH2:30]1. The yield is 0.910. (7) The reactants are [Cl:1][C:2]1[CH:31]=[CH:30][C:5]2[N:6]([CH2:21][C:22]3[CH:27]=[CH:26][C:25]([O:28][CH3:29])=[CH:24][CH:23]=3)[C:7](=[O:20])[CH:8]([CH2:12][C:13]3[CH:18]=[CH:17][CH:16]=[CH:15][C:14]=3[Cl:19])[NH:9][C:10](=O)[C:4]=2[CH:3]=1.CN(C)C1C=CC=CC=1.P(Cl)(Cl)([Cl:43])=O. The catalyst is C1(C)C=CC=CC=1. The product is [Cl:43][C:10]1[C:4]2[CH:3]=[C:2]([Cl:1])[CH:31]=[CH:30][C:5]=2[N:6]([CH2:21][C:22]2[CH:23]=[CH:24][C:25]([O:28][CH3:29])=[CH:26][CH:27]=2)[C:7](=[O:20])[CH:8]([CH2:12][C:13]2[CH:18]=[CH:17][CH:16]=[CH:15][C:14]=2[Cl:19])[N:9]=1. The yield is 1.00.